This data is from hERG potassium channel inhibition data for cardiac toxicity prediction from Karim et al.. The task is: Regression/Classification. Given a drug SMILES string, predict its toxicity properties. Task type varies by dataset: regression for continuous values (e.g., LD50, hERG inhibition percentage) or binary classification for toxic/non-toxic outcomes (e.g., AMES mutagenicity, cardiotoxicity, hepatotoxicity). Dataset: herg_karim. The compound is O=C([C@H]1CNCC[C@@]12OCc1cc(F)c(F)cc12)N(Cc1cccc2ccccc12)C1CC1. The result is 1 (blocker).